This data is from Forward reaction prediction with 1.9M reactions from USPTO patents (1976-2016). The task is: Predict the product of the given reaction. (1) The product is: [N:13]([CH2:6][CH2:5][CH:4]([OH:8])[C:3]([F:10])([F:9])[C:2]([F:12])([F:11])[F:1])=[N+:14]=[N-:15]. Given the reactants [F:1][C:2]([F:12])([F:11])[C:3]([F:10])([F:9])[CH:4]([OH:8])[CH2:5][CH2:6]I.[N-:13]=[N+:14]=[N-:15].[Na+].O, predict the reaction product. (2) Given the reactants [NH2:1][C:2]1[CH:7]=[CH:6][C:5]([C:8]2([OH:25])[C:16]3[C:11](=[CH:12][CH:13]=[CH:14][CH:15]=3)[C:10](=[O:17])[N:9]2[CH2:18][C:19]2[CH:24]=[CH:23][CH:22]=[CH:21][CH:20]=2)=[CH:4][C:3]=1[N+:26]([O-])=O, predict the reaction product. The product is: [NH2:26][C:3]1[CH:4]=[C:5]([C:8]2([OH:25])[C:16]3[C:11](=[CH:12][CH:13]=[CH:14][CH:15]=3)[C:10](=[O:17])[N:9]2[CH2:18][C:19]2[CH:20]=[CH:21][CH:22]=[CH:23][CH:24]=2)[CH:6]=[CH:7][C:2]=1[NH2:1]. (3) Given the reactants [H-].[Na+].[S:3]1[CH:7]=[CH:6][C:5]2[C:8]([OH:12])=[CH:9][CH:10]=[CH:11][C:4]1=2.Cl[C:14]1[CH:19]=[C:18]([C:20]2[CH:25]=[CH:24][C:23]([C:26]([F:29])([F:28])[F:27])=[CH:22][CH:21]=2)[N:17]=[CH:16][N:15]=1, predict the reaction product. The product is: [S:3]1[CH:7]=[CH:6][C:5]2[C:8]([O:12][C:14]3[CH:19]=[C:18]([C:20]4[CH:21]=[CH:22][C:23]([C:26]([F:28])([F:29])[F:27])=[CH:24][CH:25]=4)[N:17]=[CH:16][N:15]=3)=[CH:9][CH:10]=[CH:11][C:4]1=2.